Dataset: Forward reaction prediction with 1.9M reactions from USPTO patents (1976-2016). Task: Predict the product of the given reaction. (1) The product is: [NH2:17][C:8]([C:10]1[CH:15]=[CH:14][CH:13]=[C:12]([Br:16])[CH:11]=1)([CH3:7])[C:5]#[N:6]. Given the reactants C[Si]([C:5]#[N:6])(C)C.[CH3:7][C:8]([C:10]1[CH:15]=[CH:14][CH:13]=[C:12]([Br:16])[CH:11]=1)=O.[NH4+:17].[Cl-], predict the reaction product. (2) Given the reactants [H-].[H-].[H-].[H-].[Li+].[Al+3].S(=O)(=O)(O)O.[C:12]([S:16]([C:19]1[CH:20]=[C:21]2[C:26](=[CH:27][CH:28]=1)[N:25]=[CH:24][CH:23]=[C:22]2[NH:29][C:30]1[C:34]([CH3:35])=[C:33]([C:36](OCC)=[O:37])[NH:32][N:31]=1)(=[O:18])=[O:17])([CH3:15])([CH3:14])[CH3:13], predict the reaction product. The product is: [C:12]([S:16]([C:19]1[CH:20]=[C:21]2[C:26](=[CH:27][CH:28]=1)[N:25]=[CH:24][CH:23]=[C:22]2[NH:29][C:30]1[C:34]([CH3:35])=[C:33]([CH2:36][OH:37])[NH:32][N:31]=1)(=[O:17])=[O:18])([CH3:15])([CH3:14])[CH3:13]. (3) The product is: [CH3:1][O:2][C:3](=[O:26])[C:4]1[CH:9]=[CH:8][C:7]([CH:10]([C:15]2[NH:24][C:18]3=[N:19][CH:20]=[C:21]([F:23])[CH:22]=[C:17]3[CH:16]=2)[CH2:11][CH:12]([CH3:14])[CH3:13])=[CH:6][C:5]=1[F:25]. Given the reactants [CH3:1][O:2][C:3](=[O:26])[C:4]1[CH:9]=[CH:8][C:7]([C:10]([C:15]2[NH:24][C:18]3=[N:19][CH:20]=[C:21]([F:23])[CH:22]=[C:17]3[CH:16]=2)=[CH:11][CH:12]([CH3:14])[CH3:13])=[CH:6][C:5]=1[F:25], predict the reaction product. (4) Given the reactants [F:1][C:2]1[CH:7]=[CH:6][C:5]([CH2:8][C:9]2[CH:18]=[C:17]3[C:12]([C:13]([OH:25])=[C:14]([C:20](OCC)=[O:21])[C:15](=[O:19])[NH:16]3)=[N:11][CH:10]=2)=[CH:4][CH:3]=1.[CH3:26][C@H:27]([NH2:30])[CH2:28][OH:29], predict the reaction product. The product is: [F:1][C:2]1[CH:7]=[CH:6][C:5]([CH2:8][C:9]2[CH:18]=[C:17]3[C:12]([C:13]([OH:25])=[C:14]([C:20]([NH:30][C@@H:27]([CH3:26])[CH2:28][OH:29])=[O:21])[C:15](=[O:19])[NH:16]3)=[N:11][CH:10]=2)=[CH:4][CH:3]=1. (5) Given the reactants [CH2:1]([O:3][C:4]([C:6]1[C:11](Br)=[CH:10][CH:9]=[C:8]([CH3:13])[N:7]=1)=[O:5])[CH3:2].[NH2:14][C:15]1[CH:16]=[N:17][CH:18]=[CH:19][CH:20]=1, predict the reaction product. The product is: [CH2:1]([O:3][C:4]([C:6]1[C:11]([NH:14][C:15]2[CH:16]=[N:17][CH:18]=[CH:19][CH:20]=2)=[CH:10][CH:9]=[C:8]([CH3:13])[N:7]=1)=[O:5])[CH3:2]. (6) Given the reactants C(O[C:4](=[O:6])C)=O.C(O)=O.[C@H:10]1([NH2:20])[C:19]2[C:14](=[CH:15][CH:16]=[CH:17][CH:18]=2)[CH2:13][CH2:12][CH2:11]1, predict the reaction product. The product is: [C@H:10]1([NH:20][CH:4]=[O:6])[C:19]2[C:14](=[CH:15][CH:16]=[CH:17][CH:18]=2)[CH2:13][CH2:12][CH2:11]1. (7) Given the reactants [C:1]([O:5][C:6](=[O:19])[NH:7][C@@H:8]([C@@H:16]1[CH2:18][O:17]1)[CH2:9][C:10]1[CH:15]=[CH:14][CH:13]=[CH:12][CH:11]=1)([CH3:4])([CH3:3])[CH3:2].[NH:20]1[CH:24]=[CH:23][N:22]=[CH:21]1, predict the reaction product. The product is: [C:1]([O:5][C:6](=[O:19])[NH:7][C@H:8]([CH2:9][C:10]1[CH:15]=[CH:14][CH:13]=[CH:12][CH:11]=1)[C@@H:16]([OH:17])[CH2:18][N:20]1[CH:24]=[CH:23][N:22]=[CH:21]1)([CH3:4])([CH3:3])[CH3:2].